This data is from Catalyst prediction with 721,799 reactions and 888 catalyst types from USPTO. The task is: Predict which catalyst facilitates the given reaction. Reactant: [F:1][C:2]([F:12])([F:11])[C:3]1[CH:7]=[C:6]([C:8]([OH:10])=O)[NH:5][N:4]=1.Br.[Br:14][CH2:15][CH2:16][CH2:17][NH2:18].C(N(CC)C(C)C)(C)C.F[P-](F)(F)(F)(F)F.N1(OC(N(C)C)=[N+](C)C)C2N=CC=CC=2N=N1.ON1C2N=CC=CC=2N=N1. Product: [Br:14][CH2:15][CH2:16][CH2:17][NH:18][C:8]([C:6]1[NH:5][N:4]=[C:3]([C:2]([F:1])([F:12])[F:11])[CH:7]=1)=[O:10]. The catalyst class is: 4.